From a dataset of Peptide-MHC class I binding affinity with 185,985 pairs from IEDB/IMGT. Regression. Given a peptide amino acid sequence and an MHC pseudo amino acid sequence, predict their binding affinity value. This is MHC class I binding data. (1) The peptide sequence is AQFSPQYL. The MHC is HLA-B53:01 with pseudo-sequence HLA-B53:01. The binding affinity (normalized) is 0. (2) The peptide sequence is WTDVTPNYADI. The MHC is Mamu-A01 with pseudo-sequence Mamu-A01. The binding affinity (normalized) is 0.398.